This data is from Catalyst prediction with 721,799 reactions and 888 catalyst types from USPTO. The task is: Predict which catalyst facilitates the given reaction. Reactant: [Cl:1][C:2]1[N:7]=[C:6]([NH:8][C:9]2[CH:17]=[CH:16][CH:15]=[CH:14][C:10]=2[C:11]([NH2:13])=[O:12])[C:5]([N+:18]([O-:20])=[O:19])=[CH:4][N:3]=1.[CH3:21][O:22][C:23]1[CH:24]=[C:25]([CH:27]=[C:28]([O:32][CH3:33])[C:29]=1[O:30][CH3:31])[NH2:26].Cl.C(OCC)C. Product: [ClH:1].[N+:18]([C:5]1[C:6]([NH:8][C:9]2[CH:17]=[CH:16][CH:15]=[CH:14][C:10]=2[C:11]([NH2:13])=[O:12])=[N:7][C:2]([NH:26][C:25]2[CH:27]=[C:28]([O:32][CH3:33])[C:29]([O:30][CH3:31])=[C:23]([O:22][CH3:21])[CH:24]=2)=[N:3][CH:4]=1)([O-:20])=[O:19]. The catalyst class is: 41.